Dataset: Reaction yield outcomes from USPTO patents with 853,638 reactions. Task: Predict the reaction yield, written as a fraction of the theoretical maximum amount of product (1.0 means a 100% yield; for example, 0.34 means a 34% yield). The reactants are [C:1]1([CH3:8])[CH:6]=[CH:5][CH:4]=[C:3]([CH3:7])[CH:2]=1.C(O[O:14][C:15]([CH3:18])(C)C)(C)(C)C.[C]=O.[CH2:21]([OH:23])C. No catalyst specified. The product is [CH3:8][C:1]1[CH:2]=[C:3]([CH2:7][C:21]([O:14][CH2:15][CH3:18])=[O:23])[CH:4]=[CH:5][CH:6]=1. The yield is 0.900.